This data is from Full USPTO retrosynthesis dataset with 1.9M reactions from patents (1976-2016). The task is: Predict the reactants needed to synthesize the given product. (1) Given the product [F:12][C:8]1[CH:9]=[CH:10][C:11]([N+:1]([O-:4])=[O:2])=[C:6]([F:5])[C:7]=1[N:13]1[C:17](=[O:18])[N:16]([CH3:19])[N:15]=[N:14]1, predict the reactants needed to synthesize it. The reactants are: [N+:1]([O-:4])(O)=[O:2].[F:5][C:6]1[CH:11]=[CH:10][CH:9]=[C:8]([F:12])[C:7]=1[N:13]1[C:17](=[O:18])[N:16]([CH3:19])[N:15]=[N:14]1. (2) Given the product [Si:1]([O:8][CH2:9][C:10]1[N:11]=[CH:12][C:13]([C:14](=[N:18][OH:19])[NH2:15])=[CH:16][CH:17]=1)([C:4]([CH3:7])([CH3:6])[CH3:5])([CH3:3])[CH3:2], predict the reactants needed to synthesize it. The reactants are: [Si:1]([O:8][CH2:9][C:10]1[CH:17]=[CH:16][C:13]([C:14]#[N:15])=[CH:12][N:11]=1)([C:4]([CH3:7])([CH3:6])[CH3:5])([CH3:3])[CH3:2].[NH2:18][OH:19].